This data is from Reaction yield outcomes from USPTO patents with 853,638 reactions. The task is: Predict the reaction yield, written as a fraction of the theoretical maximum amount of product (1.0 means a 100% yield; for example, 0.34 means a 34% yield). (1) The reactants are CN(C=O)C1C=CC=CC=1.C([O:13][CH2:14][CH2:15][CH2:16][CH3:17])=C.ClC(OC(=O)OC(Cl)(Cl)Cl)(Cl)Cl.P(Cl)(Cl)(Cl)=O.[F:35][C:36]1[CH:41]=[CH:40][C:39]([C:42]2[C:50]3[C:45](=[CH:46][CH:47]=[CH:48][CH:49]=3)[N:44]([CH:51]([CH3:53])[CH3:52])C=2)=[CH:38][CH:37]=1. The catalyst is C(#N)C. The product is [F:35][C:36]1[CH:41]=[CH:40][C:39]([C:42]2[C:50]3[C:45](=[CH:46][CH:47]=[CH:48][CH:49]=3)[N:44]([CH:51]([CH3:53])[CH3:52])[C:17]=2[CH:16]=[CH:15][CH:14]=[O:13])=[CH:38][CH:37]=1. The yield is 0.690. (2) The reactants are [CH2:1]([O:3][C:4](=[O:11])[CH2:5][C:6](=[O:10])[CH2:7][CH2:8][CH3:9])[CH3:2].C(N(CC)CC)C.C(=O)([O-])O.[Na+].C([N-]C(C)C)(C)C.[Li+].O1CCCC1.Cl[Si:38]([CH3:41])([CH3:40])[CH3:39]. The catalyst is C1(C)C=CC=CC=1.Cl[Si](C)(C)C.O.CCCCCC. The product is [CH2:1]([O:3][C:4]([O:11][Si:38]([CH3:41])([CH3:40])[CH3:39])=[CH:5][C:6]([O:10][Si:38]([CH3:41])([CH3:40])[CH3:39])=[CH:7][CH2:8][CH3:9])[CH3:2]. The yield is 1.00.